From a dataset of Forward reaction prediction with 1.9M reactions from USPTO patents (1976-2016). Predict the product of the given reaction. (1) Given the reactants [F:1][C:2]1[C:3]([NH:18][C:19]2[CH:24]=[CH:23][C:22]([CH2:25][CH2:26][CH2:27]I)=[CH:21][C:20]=2[F:29])=[C:4]([CH:14]=[CH:15][C:16]=1[F:17])[C:5]([NH:7][O:8][CH2:9][CH2:10][O:11]C=C)=[O:6].[CH3:30][NH2:31], predict the reaction product. The product is: [F:1][C:2]1[C:3]([NH:18][C:19]2[CH:24]=[CH:23][C:22]([CH2:25][CH2:26][CH2:27][NH:31][CH3:30])=[CH:21][C:20]=2[F:29])=[C:4]([CH:14]=[CH:15][C:16]=1[F:17])[C:5]([NH:7][O:8][CH2:9][CH2:10][OH:11])=[O:6]. (2) Given the reactants [Cl:1][C:2]1[C:7]([OH:8])=[C:6]([I:9])[CH:5]=[C:4]([CH2:10][OH:11])[N:3]=1.[H-].[Na+].[CH2:14](Br)[CH:15]=[CH2:16], predict the reaction product. The product is: [CH2:16]([O:8][C:7]1[C:2]([Cl:1])=[N:3][C:4]([CH2:10][OH:11])=[CH:5][C:6]=1[I:9])[CH:15]=[CH2:14].